This data is from Forward reaction prediction with 1.9M reactions from USPTO patents (1976-2016). The task is: Predict the product of the given reaction. (1) Given the reactants [Li][C:2]1[CH:3]=[CH:4][CH:5]=[CH:6][CH:7]=1.O(CCCC)CCCC.I[C:18]1[CH:25]=[CH:24][C:21]([C:22]#[N:23])=[CH:20][CH:19]=1, predict the reaction product. The product is: [C:22]([C:21]1[CH:24]=[CH:25][C:18]([C:2]2[CH:3]=[CH:4][CH:5]=[CH:6][CH:7]=2)=[CH:19][CH:20]=1)#[N:23]. (2) Given the reactants [CH2:1]([O:3][C:4]([CH:6]1[CH:10]([C:11]2[CH:16]=[CH:15][C:14]([N+:17]([O-])=O)=[CH:13][CH:12]=2)[CH2:9][N:8]([C:20](=[O:27])[C:21]2[CH:26]=[CH:25][CH:24]=[CH:23][CH:22]=2)[CH2:7]1)=[O:5])[CH3:2].[Sn](Cl)(Cl)(Cl)Cl.O, predict the reaction product. The product is: [CH2:1]([O:3][C:4]([CH:6]1[CH:10]([C:11]2[CH:16]=[CH:15][C:14]([NH2:17])=[CH:13][CH:12]=2)[CH2:9][N:8]([C:20](=[O:27])[C:21]2[CH:22]=[CH:23][CH:24]=[CH:25][CH:26]=2)[CH2:7]1)=[O:5])[CH3:2]. (3) Given the reactants [F:1][C:2]1[CH:3]=[C:4]([CH:43]=[CH:44][C:45]=1[F:46])[C:5]([N:7]=[C:8]([NH:37][C@@H:38]([CH3:42])[CH2:39][O:40][CH3:41])[NH:9][C:10]1[C:18]2[C:13](=[CH:14][C:15]([C:19]([F:22])([F:21])[F:20])=[CH:16][CH:17]=2)[N:12]([C:23](=[O:36])[C@@H:24]([NH:28]C(=O)OC(C)(C)C)[CH:25]([CH3:27])[CH3:26])[N:11]=1)=[O:6].[ClH:47], predict the reaction product. The product is: [ClH:47].[NH2:28][C@@H:24]([CH:25]([CH3:27])[CH3:26])[C:23]([N:12]1[C:13]2[C:18](=[CH:17][CH:16]=[C:15]([C:19]([F:21])([F:20])[F:22])[CH:14]=2)[C:10]([NH:9][C:8]([NH:37][C@@H:38]([CH3:42])[CH2:39][O:40][CH3:41])=[N:7][C:5](=[O:6])[C:4]2[CH:43]=[CH:44][C:45]([F:46])=[C:2]([F:1])[CH:3]=2)=[N:11]1)=[O:36]. (4) Given the reactants [CH3:1][O:2][C:3]1[CH:8]=[CH:7][C:6]([CH2:9][CH2:10][CH2:11][CH2:12]Br)=[CH:5][CH:4]=1.[Cl:14][C:15]1[N:23](CC=C)[C:22]2[C:21](=[O:27])[NH:20][C:19](=[O:28])[N:18]([CH2:29][CH2:30][CH2:31][CH2:32][CH3:33])[C:17]=2[N:16]=1.C([O-])([O-])=O.[Cs+].[Cs+].N1CCOCC1, predict the reaction product. The product is: [Cl:14][C:15]1[NH:23][C:22]2[C:21](=[O:27])[N:20]([CH2:12][CH2:11][CH2:10][CH2:9][C:6]3[CH:7]=[CH:8][C:3]([O:2][CH3:1])=[CH:4][CH:5]=3)[C:19](=[O:28])[N:18]([CH2:29][CH2:30][CH2:31][CH2:32][CH3:33])[C:17]=2[N:16]=1. (5) Given the reactants [Br:1][C:2]1[CH:3]=[C:4]([CH2:12][C:13]([OH:15])=[O:14])[CH:5]=[CH:6][C:7]=1[S:8][CH:9]1[CH2:11][CH2:10]1.S(=O)(=O)(O)O.[CH3:21]O, predict the reaction product. The product is: [Br:1][C:2]1[CH:3]=[C:4]([CH2:12][C:13]([O:15][CH3:21])=[O:14])[CH:5]=[CH:6][C:7]=1[S:8][CH:9]1[CH2:11][CH2:10]1.